From a dataset of Reaction yield outcomes from USPTO patents with 853,638 reactions. Predict the reaction yield, written as a fraction of the theoretical maximum amount of product (1.0 means a 100% yield; for example, 0.34 means a 34% yield). (1) The reactants are [C:1]([S:4][CH2:5][CH2:6][CH2:7][CH2:8][CH2:9][C:10]([OH:12])=[O:11])(=[O:3])[CH3:2].C([O-])([O-])=O.[K+].[K+].[CH2:19](Br)[C:20]1[CH:25]=[CH:24][CH:23]=[CH:22][CH:21]=1.C(OCC)(=O)C. The catalyst is CC#N.O. The product is [C:1]([S:4][CH2:5][CH2:6][CH2:7][CH2:8][CH2:9][C:10]([O:12][CH2:19][C:20]1[CH:25]=[CH:24][CH:23]=[CH:22][CH:21]=1)=[O:11])(=[O:3])[CH3:2]. The yield is 0.500. (2) The reactants are [Cl:1][C:2]1[S:6][C:5]([C:7]2[N:11]([C:12]3[CH:17]=[CH:16][C:15]([Cl:18])=[CH:14][C:13]=3[Cl:19])[N:10]=[C:9]([C:20](Cl)=[O:21])[C:8]=2[CH3:23])=[CH:4][CH:3]=1.[CH3:24][C:25]([CH3:30])([CH3:29])[C:26]([NH2:28])=[O:27].C[Si]([N-][Si](C)(C)C)(C)C.[Li+]. No catalyst specified. The product is [CH3:24][C:25]([CH3:30])([CH3:29])[C:26]([NH:28][C:20]([C:9]1[C:8]([CH3:23])=[C:7]([C:5]2[S:6][C:2]([Cl:1])=[CH:3][CH:4]=2)[N:11]([C:12]2[CH:17]=[CH:16][C:15]([Cl:18])=[CH:14][C:13]=2[Cl:19])[N:10]=1)=[O:21])=[O:27]. The yield is 0.990.